Dataset: Full USPTO retrosynthesis dataset with 1.9M reactions from patents (1976-2016). Task: Predict the reactants needed to synthesize the given product. (1) Given the product [ClH:18].[Cl:18][C:19]1[C:27]2[C:22](=[CH:23][C:24]([C:28]([NH:17][C@H:4]([CH:1]([CH3:3])[CH3:2])[CH2:5][O:6][CH2:7][CH:8]3[CH2:9][CH2:10][N:11]([CH:14]([CH3:16])[CH3:15])[CH2:12][CH2:13]3)=[O:29])=[CH:25][CH:26]=2)[NH:21][CH:20]=1, predict the reactants needed to synthesize it. The reactants are: [CH:1]([C@@H:4]([NH2:17])[CH2:5][O:6][CH2:7][CH:8]1[CH2:13][CH2:12][N:11]([CH:14]([CH3:16])[CH3:15])[CH2:10][CH2:9]1)([CH3:3])[CH3:2].[Cl:18][C:19]1[C:27]2[C:22](=[CH:23][C:24]([C:28](O)=[O:29])=[CH:25][CH:26]=2)[NH:21][CH:20]=1. (2) Given the product [N:27]1[CH:28]=[CH:29][CH:30]=[CH:31][C:26]=1[O:1][CH2:2][C:3]1[CH:4]=[C:5]([CH:22]=[CH:23][CH:24]=1)[O:6][CH2:7][C:8]1[C:13]([CH3:14])=[CH:12][CH:11]=[CH:10][C:9]=1[N:15]1[C:19](=[O:20])[N:18]([CH3:21])[N:17]=[N:16]1, predict the reactants needed to synthesize it. The reactants are: [OH:1][CH2:2][C:3]1[CH:4]=[C:5]([CH:22]=[CH:23][CH:24]=1)[O:6][CH2:7][C:8]1[C:13]([CH3:14])=[CH:12][CH:11]=[CH:10][C:9]=1[N:15]1[C:19](=[O:20])[N:18]([CH3:21])[N:17]=[N:16]1.Br[C:26]1[CH:31]=[CH:30][CH:29]=[CH:28][N:27]=1.CC(C)([O-])C.[K+].O1CCCC1. (3) Given the product [CH2:23]([O:1][C:2]1[CH:3]=[C:4]([CH:13]=[CH:14][C:15]=1[O:16][CH2:30][CH:28]=[CH2:27])[C:5]([C:7]1[CH:12]=[CH:11][CH:10]=[CH:9][CH:8]=1)=[O:6])[CH:24]=[CH2:25], predict the reactants needed to synthesize it. The reactants are: [OH:1][C:2]1[CH:3]=[C:4]([CH:13]=[CH:14][C:15]=1[OH:16])[C:5]([C:7]1[CH:12]=[CH:11][CH:10]=[CH:9][CH:8]=1)=[O:6].C(=O)([O-])[O-].[Cs+].[Cs+].[CH2:23](Br)[CH:24]=[CH2:25].[CH3:27][C:28]([CH3:30])=O. (4) Given the product [C:34]([N:37]1[CH2:7][C@H:2]2[CH2:8][N:25]([C:20]3[CH:21]=[CH:22][CH:23]=[C:24]4[C:19]=3[CH:18]=[N:17][N:16]4[C:11]3[CH:12]=[CH:13][CH:14]=[CH:15][C:10]=3[F:9])[C:4](=[O:6])[C@H:3]2[CH2:41]1)(=[O:66])[CH3:35], predict the reactants needed to synthesize it. The reactants are: O[C:2]([CH3:8])([CH3:7])[CH2:3][C:4]([OH:6])=O.[F:9][C:10]1[CH:15]=[CH:14][CH:13]=[CH:12][C:11]=1[N:16]1[C:24]2[C:19](=[C:20]([N:25]3C[C@H]4[C@H](CNC4)C3=O)[CH:21]=[CH:22][CH:23]=2)[CH:18]=[N:17]1.[CH:34]([N:37]([CH2:41]C)C(C)C)(C)[CH3:35].F[P-](F)(F)(F)(F)F.CN(C(N1C2C(=NC=CC=2)[N+]([O-:66])=N1)=[N+](C)C)C.CN(C(ON1N=NC2C=CC=NC1=2)=[N+](C)C)C.F[P-](F)(F)(F)(F)F.C([O-])(O)=O.[Na+]. (5) Given the product [F:30][C:2]1([F:1])[CH2:3][CH2:4][C:5]([CH2:9][NH:10][C:11]([C:13]2[C:14]3[CH:15]=[CH:16][C:17]([CH:24]4[CH2:28][CH2:27][CH:26]([N:33]([CH3:34])[CH3:32])[CH2:25]4)=[N:18][C:19]=3[CH:20]=[CH:21][C:22]=2[Cl:23])=[O:12])([OH:8])[CH2:6][CH2:7]1, predict the reactants needed to synthesize it. The reactants are: [F:1][C:2]1([F:30])[CH2:7][CH2:6][C:5]([CH2:9][NH:10][C:11]([C:13]2[C:14]3[CH:15]=[CH:16][C:17]([CH:24]4[CH2:28][CH2:27][C:26](=O)[CH2:25]4)=[N:18][C:19]=3[CH:20]=[CH:21][C:22]=2[Cl:23])=[O:12])([OH:8])[CH2:4][CH2:3]1.C[CH2:32][N:33](CC)[CH2:34]C.CNC.C1COCC1.C(O[BH-](OC(=O)C)OC(=O)C)(=O)C.[Na+]. (6) Given the product [CH2:45]([C:26]1[N:25]=[C:24]([CH3:48])[N:23]([C:20]2[CH:21]=[CH:22][C:17]([O:16][CH2:15][CH2:14][F:13])=[CH:18][CH:19]=2)[C:28](=[O:29])[C:27]=1[CH2:30][C:31]1[CH:36]=[CH:35][C:34]([C:37]2[CH:42]=[CH:41][CH:40]=[CH:39][C:38]=2[C:43]2[NH:3][C:4](=[O:7])[O:5][N:44]=2)=[CH:33][CH:32]=1)[CH2:46][CH3:47], predict the reactants needed to synthesize it. The reactants are: [Cl-].O[NH3+:3].[C:4](=[O:7])([O-])[OH:5].[Na+].CS(C)=O.[F:13][CH2:14][CH2:15][O:16][C:17]1[CH:22]=[CH:21][C:20]([N:23]2[C:28](=[O:29])[C:27]([CH2:30][C:31]3[CH:36]=[CH:35][C:34]([C:37]4[C:38]([C:43]#[N:44])=[CH:39][CH:40]=[CH:41][CH:42]=4)=[CH:33][CH:32]=3)=[C:26]([CH2:45][CH2:46][CH3:47])[N:25]=[C:24]2[CH3:48])=[CH:19][CH:18]=1. (7) Given the product [O:14]1[C:23]2[C:18](=[CH:19][CH:20]=[CH:21][CH:22]=2)[C:17](=[CH:3][C:1]#[N:2])[CH2:16][CH2:15]1, predict the reactants needed to synthesize it. The reactants are: [C:1]([CH2:3]P(=O)(OCC)OCC)#[N:2].[H-].[Na+].[O:14]1[C:23]2[C:18](=[CH:19][CH:20]=[CH:21][CH:22]=2)[C:17](=O)[CH2:16][CH2:15]1. (8) Given the product [C:24]([C:2]1[N:12]([CH2:13][C:14]2[CH:15]=[C:16]([CH:21]=[CH:22][CH:23]=2)[C:17]([O:19][CH3:20])=[O:18])[C:5]2[C:4]([CH:3]=1)=[CH:9][C:8]([O:10][CH3:11])=[CH:7][CH:6]=2)([CH3:27])([CH3:26])[CH3:25], predict the reactants needed to synthesize it. The reactants are: O[CH:2]([C:24]([CH3:27])([CH3:26])[CH3:25])[CH2:3][C:4]1[CH:9]=[C:8]([O:10][CH3:11])[CH:7]=[CH:6][C:5]=1[NH:12][CH2:13][C:14]1[CH:15]=[C:16]([CH:21]=[CH:22][CH:23]=1)[C:17]([O:19][CH3:20])=[O:18].BrC1C(C)=CC(C)=CC=1C.C(=O)([O-])[O-].[K+].[K+]. (9) The reactants are: CC(OC(/N=N/C(OC(C)C)=O)=O)C.C1(P(C2C=CC=CC=2)C2C=CC=CC=2)C=CC=CC=1.[O:34]1[CH2:39][CH2:38][CH2:37][CH:36]([OH:40])[CH2:35]1.[F:41][C:42]1[CH:47]=[C:46](O)[CH:45]=[C:44]([F:49])[C:43]=1[C:50]1[N:55]=[C:54]([C:56]([O:58][CH3:59])=[O:57])[CH:53]=[CH:52][C:51]=1[F:60]. Given the product [F:41][C:42]1[CH:47]=[C:46]([O:40][CH:36]2[CH2:37][CH2:38][CH2:39][O:34][CH2:35]2)[CH:45]=[C:44]([F:49])[C:43]=1[C:50]1[N:55]=[C:54]([C:56]([O:58][CH3:59])=[O:57])[CH:53]=[CH:52][C:51]=1[F:60], predict the reactants needed to synthesize it. (10) Given the product [F:1][C:2]1[CH:10]=[C:9]([F:11])[CH:8]=[CH:7][C:3]=1[C:4]([N:13]1[CH2:18][CH2:17][CH:16]([CH2:19][CH:20]([N:24]2[CH:28]=[C:27]([C:29]3[C:30]4[CH:37]=[CH:36][NH:35][C:31]=4[N:32]=[CH:33][N:34]=3)[CH:26]=[N:25]2)[CH2:21][C:22]#[N:23])[CH2:15][CH2:14]1)=[O:5], predict the reactants needed to synthesize it. The reactants are: [F:1][C:2]1[CH:10]=[C:9]([F:11])[CH:8]=[CH:7][C:3]=1[C:4](Cl)=[O:5].Cl.[NH:13]1[CH2:18][CH2:17][CH:16]([CH2:19][CH:20]([N:24]2[CH:28]=[C:27]([C:29]3[C:30]4[CH:37]=[CH:36][N:35](COCC[Si](C)(C)C)[C:31]=4[N:32]=[CH:33][N:34]=3)[CH:26]=[N:25]2)[CH2:21][C:22]#[N:23])[CH2:15][CH2:14]1.C(N(CC)CC)C.C(Cl)Cl.FC(F)(F)C(O)=O.C(N)CN.